Dataset: NCI-60 drug combinations with 297,098 pairs across 59 cell lines. Task: Regression. Given two drug SMILES strings and cell line genomic features, predict the synergy score measuring deviation from expected non-interaction effect. (1) Drug 1: C1CCC(CC1)NC(=O)N(CCCl)N=O. Drug 2: C1=NC2=C(N=C(N=C2N1C3C(C(C(O3)CO)O)F)Cl)N. Cell line: SK-MEL-2. Synergy scores: CSS=33.2, Synergy_ZIP=-8.95, Synergy_Bliss=-8.09, Synergy_Loewe=-14.5, Synergy_HSA=-5.35. (2) Cell line: CAKI-1. Drug 2: B(C(CC(C)C)NC(=O)C(CC1=CC=CC=C1)NC(=O)C2=NC=CN=C2)(O)O. Drug 1: CN1C2=C(C=C(C=C2)N(CCCl)CCCl)N=C1CCCC(=O)O.Cl. Synergy scores: CSS=27.6, Synergy_ZIP=1.81, Synergy_Bliss=3.30, Synergy_Loewe=-46.6, Synergy_HSA=1.08. (3) Drug 1: COC1=C(C=C2C(=C1)N=CN=C2NC3=CC(=C(C=C3)F)Cl)OCCCN4CCOCC4. Drug 2: C1=CC(=CC=C1CCC2=CNC3=C2C(=O)NC(=N3)N)C(=O)NC(CCC(=O)O)C(=O)O. Cell line: IGROV1. Synergy scores: CSS=57.5, Synergy_ZIP=7.27, Synergy_Bliss=6.70, Synergy_Loewe=9.11, Synergy_HSA=11.2. (4) Drug 1: CCC1(CC2CC(C3=C(CCN(C2)C1)C4=CC=CC=C4N3)(C5=C(C=C6C(=C5)C78CCN9C7C(C=CC9)(C(C(C8N6C=O)(C(=O)OC)O)OC(=O)C)CC)OC)C(=O)OC)O.OS(=O)(=O)O. Drug 2: CC1=C(C(=CC=C1)Cl)NC(=O)C2=CN=C(S2)NC3=CC(=NC(=N3)C)N4CCN(CC4)CCO. Cell line: SK-MEL-5. Synergy scores: CSS=22.0, Synergy_ZIP=-0.609, Synergy_Bliss=-1.47, Synergy_Loewe=-15.1, Synergy_HSA=-0.640. (5) Drug 1: CN(C)N=NC1=C(NC=N1)C(=O)N. Drug 2: C(=O)(N)NO. Cell line: BT-549. Synergy scores: CSS=0.944, Synergy_ZIP=-3.75, Synergy_Bliss=-4.06, Synergy_Loewe=-4.91, Synergy_HSA=-4.52.